Predict the product of the given reaction. From a dataset of Forward reaction prediction with 1.9M reactions from USPTO patents (1976-2016). (1) Given the reactants [CH2:1]([C:3]1[CH:21]=[CH:20][C:6]([O:7][C:8]2[CH:9]=[CH:10][C:11]3[N:15]=[C:14]([CH2:16][OH:17])[N:13]([CH3:18])[C:12]=3[CH:19]=2)=[CH:5][CH:4]=1)[CH3:2].O[C:23]1[CH:24]=[C:25]([CH:30]=[CH:31][CH:32]=1)[C:26]([O:28][CH3:29])=[O:27].C(P(CCCC)CCCC)CCC.N(C(N1CCCCC1)=O)=NC(N1CCCCC1)=O, predict the reaction product. The product is: [CH2:1]([C:3]1[CH:21]=[CH:20][C:6]([O:7][C:8]2[CH:9]=[CH:10][C:11]3[N:15]=[C:14]([CH2:16][O:17][C:23]4[CH:24]=[C:25]([CH:30]=[CH:31][CH:32]=4)[C:26]([O:28][CH3:29])=[O:27])[N:13]([CH3:18])[C:12]=3[CH:19]=2)=[CH:5][CH:4]=1)[CH3:2]. (2) Given the reactants [O:1]=[C:2]1[CH2:5][CH:4]([CH2:6][CH2:7][C:8](Cl)=[O:9])[CH2:3]1.[C:11]([C:15]1[CH:21]=[CH:20][C:18]([NH2:19])=[C:17]([N+:22]([O-:24])=[O:23])[CH:16]=1)([CH3:14])([CH3:13])[CH3:12], predict the reaction product. The product is: [C:11]([C:15]1[CH:21]=[CH:20][C:18]([NH:19][C:8](=[O:9])[CH2:7][CH2:6][CH:4]2[CH2:5][C:2](=[O:1])[CH2:3]2)=[C:17]([N+:22]([O-:24])=[O:23])[CH:16]=1)([CH3:14])([CH3:12])[CH3:13]. (3) The product is: [CH3:16][CH:15]1[O:17][B:29]([OH:30])[C:2]2[CH:14]=[CH:13][C:5]([OH:6])=[CH:4][C:3]1=2. Given the reactants Br[C:2]1[CH:14]=[CH:13][C:5]([O:6]C2CCCCO2)=[CH:4][C:3]=1[CH:15]([O:17]C1CCCCO1)[CH3:16].[Li]CCCC.[B:29](OC(C)C)(OC(C)C)[O:30]C(C)C.Cl, predict the reaction product. (4) Given the reactants [C:1]([C:3]1[CH:4]=[C:5]2[C:9](=[CH:10][CH:11]=1)[NH:8][CH:7]=[C:6]2[CH2:12][CH2:13][CH2:14][CH2:15][N:16]1[CH2:21][CH2:20][N:19]([C:22]2[CH:23]=[CH:24][C:25]3[O:29][C:28]([C:30]([NH2:32])=[O:31])=[CH:27][C:26]=3[CH:33]=2)[CH2:18][CH2:17]1)#[N:2].Cl.CC(C)=[O:37], predict the reaction product. The product is: [C:1]([C:3]1[CH:4]=[C:5]2[C:9](=[CH:10][CH:11]=1)[NH:8][C:7](=[O:37])[CH:6]2[CH2:12][CH2:13][CH2:14][CH2:15][N:16]1[CH2:17][CH2:18][N:19]([C:22]2[CH:23]=[CH:24][C:25]3[O:29][C:28]([C:30]([NH2:32])=[O:31])=[CH:27][C:26]=3[CH:33]=2)[CH2:20][CH2:21]1)#[N:2]. (5) The product is: [NH2:32][C:31]1[C:26]([C:25]#[C:24][C:20]2[CH:19]=[C:18]([NH:17][C:8](=[O:9])[CH2:7][C:1]3[CH:6]=[CH:5][CH:4]=[CH:3][CH:2]=3)[CH:23]=[CH:22][CH:21]=2)=[C:27]([NH2:33])[N:28]=[CH:29][N:30]=1. Given the reactants [C:1]1([CH2:7][C:8](Cl)=[O:9])[CH:6]=[CH:5][CH:4]=[CH:3][CH:2]=1.N1C=CC=CC=1.[NH2:17][C:18]1[CH:19]=[C:20]([C:24]#[C:25][C:26]2[C:27]([NH2:33])=[N:28][CH:29]=[N:30][C:31]=2[NH2:32])[CH:21]=[CH:22][CH:23]=1, predict the reaction product. (6) Given the reactants [NH2:1][C:2]1[S:3][C:4]([C:10]2[C:15]([F:16])=[CH:14][C:13]([C:17]([OH:20])([CH3:19])[CH3:18])=[CH:12][C:11]=2[F:21])=[CH:5][C:6]=1[C:7]([NH2:9])=[O:8].Cl[C:23]1[N:28]=[C:27]([CH3:29])[C:26]([C:30]2[N:31]=[N:32][NH:33][CH:34]=2)=[CH:25][CH:24]=1, predict the reaction product. The product is: [F:16][C:15]1[CH:14]=[C:13]([C:17]([OH:20])([CH3:18])[CH3:19])[CH:12]=[C:11]([F:21])[C:10]=1[C:4]1[S:3][C:2]([NH:1][C:23]2[CH:24]=[CH:25][C:26]([C:30]3[N:31]=[N:32][NH:33][CH:34]=3)=[C:27]([CH3:29])[N:28]=2)=[C:6]([C:7]([NH2:9])=[O:8])[CH:5]=1.